Task: Regression. Given a peptide amino acid sequence and an MHC pseudo amino acid sequence, predict their binding affinity value. This is MHC class I binding data.. Dataset: Peptide-MHC class I binding affinity with 185,985 pairs from IEDB/IMGT (1) The peptide sequence is WEPEFYEAMY. The MHC is HLA-B40:01 with pseudo-sequence HLA-B40:01. The binding affinity (normalized) is 0.206. (2) The peptide sequence is QLLPFMSDM. The MHC is H-2-Db with pseudo-sequence H-2-Db. The binding affinity (normalized) is 0.335. (3) The peptide sequence is TSITQKGIIF. The MHC is HLA-A01:01 with pseudo-sequence HLA-A01:01. The binding affinity (normalized) is 0.177. (4) The peptide sequence is QLNDTIHLH. The MHC is HLA-B15:01 with pseudo-sequence HLA-B15:01. The binding affinity (normalized) is 0. (5) The peptide sequence is RLSQSGHML. The MHC is HLA-A03:01 with pseudo-sequence HLA-A03:01. The binding affinity (normalized) is 0.0847. (6) The peptide sequence is ALINDQLIM. The MHC is HLA-A02:06 with pseudo-sequence HLA-A02:06. The binding affinity (normalized) is 0.272. (7) The peptide sequence is ALKMTMASV. The MHC is HLA-A02:01 with pseudo-sequence HLA-A02:01. The binding affinity (normalized) is 0.499.